Dataset: Full USPTO retrosynthesis dataset with 1.9M reactions from patents (1976-2016). Task: Predict the reactants needed to synthesize the given product. Given the product [ClH:3].[CH3:14][O:12][C:11](=[O:13])[C@@H:7]([C@H:8]([CH3:10])[OH:9])[NH2:6], predict the reactants needed to synthesize it. The reactants are: S(Cl)([Cl:3])=O.Cl.[NH2:6][C@@H:7]([C:11]([OH:13])=[O:12])[C@H:8]([CH3:10])[OH:9].[CH3:14]O.